The task is: Predict the product of the given reaction.. This data is from Forward reaction prediction with 1.9M reactions from USPTO patents (1976-2016). (1) Given the reactants C[O:2][C:3](=[O:45])[C:4]1[CH:9]=[C:8]([O:10][C:11]2[CH:12]=[C:13]([C:28]3[CH:33]=[CH:32][CH:31]=[CH:30][CH:29]=3)[C:14]([NH:17][S:18]([C:21]3[CH:26]=[CH:25][C:24]([CH3:27])=[CH:23][CH:22]=3)(=[O:20])=[O:19])=[CH:15][CH:16]=2)[CH:7]=[CH:6][C:5]=1[NH:34][S:35]([C:38]1[CH:43]=[CH:42][C:41]([CH3:44])=[CH:40][CH:39]=1)(=[O:37])=[O:36], predict the reaction product. The product is: [C:41]1([CH3:44])[CH:40]=[CH:39][C:38]([S:35]([NH:34][C:5]2[CH:6]=[CH:7][C:8]([O:10][C:11]3[CH:12]=[C:13]([C:28]4[CH:29]=[CH:30][CH:31]=[CH:32][CH:33]=4)[C:14]([NH:17][S:18]([C:21]4[CH:26]=[CH:25][C:24]([CH3:27])=[CH:23][CH:22]=4)(=[O:20])=[O:19])=[CH:15][CH:16]=3)=[CH:9][C:4]=2[C:3]([OH:45])=[O:2])(=[O:36])=[O:37])=[CH:43][CH:42]=1. (2) Given the reactants C([NH:8][C:9]1[N:14]=[CH:13][C:12]2[NH:15][C:16](=[O:29])[N:17]([CH:18]3[CH:25]4[CH2:26][CH:21]5[CH2:22][C:23]([OH:28])([CH2:27][CH:19]3[CH2:20]5)[CH2:24]4)[C:11]=2[C:10]=1[N+:30]([O-])=O)C1C=CC=CC=1.C([O-])=O.[NH4+], predict the reaction product. The product is: [NH2:8][C:9]1[N:14]=[CH:13][C:12]2[NH:15][C:16](=[O:29])[N:17]([CH:18]3[CH:19]4[CH2:20][CH:21]5[CH2:22][C:23]([OH:28])([CH2:24][CH:25]3[CH2:26]5)[CH2:27]4)[C:11]=2[C:10]=1[NH2:30]. (3) Given the reactants [NH2:1][CH2:2][C:3]1[C:12](=[O:13])[C:11]2[C:6](=[CH:7][C:8]([Cl:14])=[CH:9][CH:10]=2)[N:5]([C:15]2[CH:20]=[CH:19][CH:18]=[CH:17][CH:16]=2)[CH:4]=1.Cl[C:22]([O:24][C:25]1[CH:30]=[CH:29][CH:28]=[CH:27][CH:26]=1)=[O:23].C(N(CC)C(C)C)(C)C, predict the reaction product. The product is: [C:25]1([O:24][C:22](=[O:23])[NH:1][CH2:2][C:3]2[C:12](=[O:13])[C:11]3[C:6](=[CH:7][C:8]([Cl:14])=[CH:9][CH:10]=3)[N:5]([C:15]3[CH:16]=[CH:17][CH:18]=[CH:19][CH:20]=3)[CH:4]=2)[CH:30]=[CH:29][CH:28]=[CH:27][CH:26]=1. (4) Given the reactants [C:1]([O:5][CH:6]1[CH:8]([C:9]2[CH:14]=[CH:13][C:12]([CH3:15])=[CH:11][N:10]=2)[CH:7]1[CH2:16][O:17][C:18]1[N:23]=[C:22]([CH3:24])[N:21]=[C:20]([N:25]([CH2:33][C:34]2[S:35][C:36]([CH3:39])=[N:37][N:38]=2)C(=O)OC(C)(C)C)[CH:19]=1)([CH3:4])([CH3:3])[CH3:2], predict the reaction product. The product is: [C:1]([O:5][CH:6]1[CH:8]([C:9]2[CH:14]=[CH:13][C:12]([CH3:15])=[CH:11][N:10]=2)[CH:7]1[CH2:16][O:17][C:18]1[N:23]=[C:22]([CH3:24])[N:21]=[C:20]([NH:25][CH2:33][C:34]2[S:35][C:36]([CH3:39])=[N:37][N:38]=2)[CH:19]=1)([CH3:4])([CH3:3])[CH3:2].